Dataset: Full USPTO retrosynthesis dataset with 1.9M reactions from patents (1976-2016). Task: Predict the reactants needed to synthesize the given product. (1) Given the product [Cl:29][CH2:25][C:22]1[CH:21]=[CH:20][C:19]([C:3]2[N:4]3[C:5]4[CH:18]=[CH:17][CH:16]=[N:15][C:6]=4[NH:7][C:8]4[CH:14]=[CH:13][CH:12]=[CH:11][C:9]=4[C:10]3=[N:1][N:2]=2)=[CH:24][CH:23]=1, predict the reactants needed to synthesize it. The reactants are: [N:1]1[N:2]=[C:3]([C:19]2[CH:24]=[CH:23][C:22]([CH2:25]O)=[CH:21][CH:20]=2)[N:4]2[C:10]=1[C:9]1[CH:11]=[CH:12][CH:13]=[CH:14][C:8]=1[NH:7][C:6]1[N:15]=[CH:16][CH:17]=[CH:18][C:5]2=1.S(Cl)([Cl:29])=O. (2) The reactants are: [Br:1][C:2]1[CH:10]=[CH:9][CH:8]=[CH:7][C:3]=1[C:4]([OH:6])=[O:5].C(=O)([O-])[O-].[K+:15].[K+].CC1C=CC=C(C)C=1N.C(=O)=O. Given the product [Br:1][C:2]1[CH:10]=[CH:9][CH:8]=[CH:7][C:3]=1[C:4]([O-:6])=[O:5].[K+:15], predict the reactants needed to synthesize it. (3) Given the product [NH2:24][C:25]1[S:29][C:28]([C:30]2[C:35]([F:36])=[CH:34][CH:33]=[CH:32][C:31]=2[F:37])=[N:27][C:26]=1[C:38]([NH:16][C:11]1[CH:12]=[N:13][N:14]([CH3:15])[C:10]=1[N:4]1[CH2:5][CH2:6][N:7]([CH3:9])[CH2:8][C@@H:3]1[CH2:1][CH3:2])=[O:39], predict the reactants needed to synthesize it. The reactants are: [CH2:1]([C@H:3]1[CH2:8][N:7]([CH3:9])[CH2:6][CH2:5][N:4]1[C:10]1[N:14]([CH3:15])[N:13]=[CH:12][C:11]=1[NH2:16])[CH3:2].C(OC([NH:24][C:25]1[S:29][C:28]([C:30]2[C:35]([F:36])=[CH:34][CH:33]=[CH:32][C:31]=2[F:37])=[N:27][C:26]=1[C:38](O)=[O:39])=O)(C)(C)C. (4) Given the product [F:56][C:53]1[CH:54]=[CH:55][C:50]([C:32]2[O:33][C:34]3=[N:35][CH:36]=[C:37]([C:40]4[CH:41]=[C:42]([CH:46]=[CH:47][C:48]=4[CH3:49])[C:43]([OH:45])=[O:44])[CH:38]=[C:39]3[C:31]=2[C:60]([O:59][CH3:58])=[O:61])=[CH:51][CH:52]=1, predict the reactants needed to synthesize it. The reactants are: C1(P(C2C=CC=CC=2)CCCP(C2C=CC=CC=2)C2C=CC=CC=2)C=CC=CC=1.Br[C:31]1[C:39]2[C:34](=[N:35][CH:36]=[C:37]([C:40]3[CH:41]=[C:42]([CH:46]=[CH:47][C:48]=3[CH3:49])[C:43]([OH:45])=[O:44])[CH:38]=2)[O:33][C:32]=1[C:50]1[CH:55]=[CH:54][C:53]([F:56])=[CH:52][CH:51]=1.C[CH2:58][O:59][C:60](C)=[O:61].